This data is from Full USPTO retrosynthesis dataset with 1.9M reactions from patents (1976-2016). The task is: Predict the reactants needed to synthesize the given product. (1) Given the product [Cl:24][C:14]1[CH:15]=[C:16]([C:18]2[N:22]([CH3:23])[N:21]=[CH:20][N:19]=2)[S:17][C:13]=1[C:11]1[N:5]2[N:6]=[C:7]([CH3:10])[CH:8]=[CH:9][C:4]2=[N:3][C:2]=1[CH3:1], predict the reactants needed to synthesize it. The reactants are: [CH3:1][C:2]1[N:3]=[C:4]2[CH:9]=[CH:8][C:7]([CH3:10])=[N:6][N:5]2[CH:11]=1.Br[C:13]1[S:17][C:16]([C:18]2[N:22]([CH3:23])[N:21]=[CH:20][N:19]=2)=[CH:15][C:14]=1[Cl:24].C([O-])([O-])=O.[Cs+].[Cs+].N#N.C1C=CC(P(C2C=CC=CC=2)C2C=CC=CC=2)=CC=1. (2) Given the product [Li:14][C:2]1[CH:7]=[CH:6][CH:5]=[CH:4][C:3]=1[O:8][CH3:9], predict the reactants needed to synthesize it. The reactants are: Br[C:2]1[CH:7]=[CH:6][CH:5]=[CH:4][C:3]=1[O:8][CH3:9].C([Li:14])CCC. (3) Given the product [C:40]([C:44]1[O:48][N:47]=[C:46]([C:32]([NH:31][CH2:30][C:27]2[CH:28]=[CH:29][C:24]([C:21]3[CH:20]=[CH:19][N:18]=[C:17]4[NH:16][C:8]([C:5]5[CH:4]=[CH:3][C:2]([N:10]6[CH2:15][CH2:14][CH2:13][CH2:12][CH2:11]6)=[CH:7][N:6]=5)=[N:23][C:22]=34)=[CH:25][C:26]=2[F:39])=[O:38])[N:45]=1)([CH3:43])([CH3:42])[CH3:41], predict the reactants needed to synthesize it. The reactants are: F[C:2]1[CH:3]=[CH:4][C:5]([CH:8]=O)=[N:6][CH:7]=1.[NH:10]1[CH2:15][CH2:14][CH2:13][CH2:12][CH2:11]1.[NH2:16][C:17]1[C:22]([NH2:23])=[C:21]([C:24]2[CH:29]=[CH:28][C:27]([CH2:30][NH:31][C:32](=[O:38])OC(C)(C)C)=[C:26]([F:39])[CH:25]=2)[CH:20]=[CH:19][N:18]=1.[C:40]([C:44]1[O:48][N:47]=[C:46](C([O-])=O)[N:45]=1)([CH3:43])([CH3:42])[CH3:41]. (4) Given the product [F:8][C:4]1[CH:5]=[CH:6][CH:7]=[C:2]([F:1])[C:3]=1[CH2:9][CH2:10][CH2:11][N:12]([CH:13]([C:21]1[C:26]([CH3:27])=[CH:25][CH:24]=[CH:23][C:22]=1[CH3:28])[CH2:14][N:15]1[CH2:16][CH2:17][CH2:18][CH2:19][CH2:20]1)[C:38](=[O:40])[CH3:39], predict the reactants needed to synthesize it. The reactants are: [F:1][C:2]1[CH:7]=[CH:6][CH:5]=[C:4]([F:8])[C:3]=1[CH2:9][CH2:10][CH2:11][NH:12][CH:13]([C:21]1[C:26]([CH3:27])=[CH:25][CH:24]=[CH:23][C:22]=1[CH3:28])[CH2:14][N:15]1[CH2:20][CH2:19][CH2:18][CH2:17][CH2:16]1.CCN(C(C)C)C(C)C.[C:38](O)(=[O:40])[CH3:39].CN(C(ON1N=NC2C=CC=CC1=2)=[N+](C)C)C.[B-](F)(F)(F)F.C([O-])(O)=O.[Na+]. (5) The reactants are: [Cl:1][C:2]1[NH:7][C:6](=[O:8])[NH:5][C:4](=[O:9])[CH:3]=1.C(=O)([O-])[O-].[K+].[K+].I[CH2:17][CH2:18][CH3:19].[OH-].[Na+]. Given the product [Cl:1][C:2]1[N:7]([CH2:17][CH2:18][CH3:19])[C:6](=[O:8])[NH:5][C:4](=[O:9])[CH:3]=1, predict the reactants needed to synthesize it. (6) Given the product [NH2:1][C:2]1[C:7]2[N:8]=[C:9]([S:19][C:20]3[C:28]([I:29])=[CH:27][C:23]4[O:24][CH2:25][O:26][C:22]=4[CH:21]=3)[N:10]([CH2:11][CH2:12][CH2:13][CH2:14][C:15]([NH2:31])=[O:17])[C:6]=2[CH:5]=[CH:4][N:3]=1, predict the reactants needed to synthesize it. The reactants are: [NH2:1][C:2]1[C:7]2[N:8]=[C:9]([S:19][C:20]3[C:28]([I:29])=[CH:27][C:23]4[O:24][CH2:25][O:26][C:22]=4[CH:21]=3)[N:10]([CH2:11][CH2:12][CH2:13][CH2:14][C:15]([O:17]C)=O)[C:6]=2[CH:5]=[CH:4][N:3]=1.N.[NH2:31]C1C2N=C(SC3C(I)=CC4OCOC=4C=3)N(CCCC(OCC)=O)C=2C=CN=1. (7) The reactants are: [F:1][C:2]([F:22])([F:21])[C:3]1[CH:8]=[CH:7][C:6]([C:9]2[CH:14]=[CH:13][C:12]([NH:15][S:16]([CH2:19]C)(=[O:18])=[O:17])=[CH:11][CH:10]=2)=[CH:5][CH:4]=1.C(S(Cl)(=O)=O)C. Given the product [F:22][C:2]([F:1])([F:21])[C:3]1[CH:4]=[CH:5][C:6]([C:9]2[CH:10]=[CH:11][C:12]([NH:15][S:16]([CH3:19])(=[O:17])=[O:18])=[CH:13][CH:14]=2)=[CH:7][CH:8]=1, predict the reactants needed to synthesize it. (8) The reactants are: C(OC([N:11]1[CH2:18][C@@H:17]2[C@@H:13]([N:14]([C:19]3[CH:24]=[CH:23][C:22]([C:25]4[CH:30]=[CH:29][C:28]([C:31]#[N:32])=[CH:27][CH:26]=4)=[CH:21][CH:20]=3)[CH2:15][CH2:16]2)[CH2:12]1)=O)C1C=CC=CC=1. Given the product [N:14]1([C:19]2[CH:20]=[CH:21][C:22]([C:25]3[CH:30]=[CH:29][C:28]([C:31]#[N:32])=[CH:27][CH:26]=3)=[CH:23][CH:24]=2)[CH2:15][CH2:16][C@@H:17]2[CH2:18][NH:11][CH2:12][C@H:13]12, predict the reactants needed to synthesize it.